From a dataset of Full USPTO retrosynthesis dataset with 1.9M reactions from patents (1976-2016). Predict the reactants needed to synthesize the given product. (1) Given the product [S:19]1[CH2:20][CH2:21][N:17]([C:15]([C@H:9]2[NH:8][CH2:12][C@@H:11]([CH2:13][NH:14][S:32]([C:35]3[CH:36]=[CH:37][C:38]([C:39]([OH:41])=[O:40])=[CH:42][CH:43]=3)(=[O:34])=[O:33])[CH2:10]2)=[O:16])[CH2:18]1, predict the reactants needed to synthesize it. The reactants are: C(OC([N:8]1[CH2:12][C@@H:11]([CH2:13][NH2:14])[CH2:10][C@H:9]1[C:15]([N:17]1[CH2:21][CH2:20][S:19][CH2:18]1)=[O:16])=O)(C)(C)C.C(N(CC)C(C)C)(C)C.Cl[S:32]([C:35]1[CH:43]=[CH:42][C:38]([C:39]([OH:41])=[O:40])=[CH:37][CH:36]=1)(=[O:34])=[O:33]. (2) Given the product [F:10][C:4]1[CH:3]=[C:2]([C:17]2([OH:16])[CH2:18][CH2:19][N:20]([C:23]([O:25][C:26]([CH3:28])([CH3:27])[CH3:29])=[O:24])[CH2:21][CH2:22]2)[CH:7]=[CH:6][C:5]=1[O:8][CH3:9], predict the reactants needed to synthesize it. The reactants are: Br[C:2]1[CH:7]=[CH:6][C:5]([O:8][CH3:9])=[C:4]([F:10])[CH:3]=1.C([Li])CCC.[O:16]=[C:17]1[CH2:22][CH2:21][N:20]([C:23]([O:25][C:26]([CH3:29])([CH3:28])[CH3:27])=[O:24])[CH2:19][CH2:18]1. (3) Given the product [NH2:1][C:2]1[C:3]2[N:4]([C:8]([C@H:12]3[CH2:22][N:16]4[C:17](=[O:21])[CH2:18][NH:19][CH2:20][C@@H:15]4[CH2:14][CH2:13]3)=[N:9][C:10]=2[C:43]2[CH:42]=[CH:41][C:27]([C:28]([NH:30][C:31]3[CH:36]=[C:35]([C:37]([F:40])([F:38])[F:39])[CH:34]=[CH:33][N:32]=3)=[O:29])=[CH:26][C:25]=2[O:24][CH3:23])[CH:5]=[CH:6][N:7]=1, predict the reactants needed to synthesize it. The reactants are: [NH2:1][C:2]1[C:3]2[N:4]([C:8]([C@H:12]3[CH2:22][N:16]4[C:17](=[O:21])[CH2:18][NH:19][CH2:20][C@@H:15]4[CH2:14][CH2:13]3)=[N:9][C:10]=2Br)[CH:5]=[CH:6][N:7]=1.[CH3:23][O:24][C:25]1[CH:26]=[C:27]([CH:41]=[CH:42][C:43]=1B1OC(C)(C)C(C)(C)O1)[C:28]([NH:30][C:31]1[CH:36]=[C:35]([C:37]([F:40])([F:39])[F:38])[CH:34]=[CH:33][N:32]=1)=[O:29]. (4) Given the product [CH2:13]([C:2]1[C:7]([CH3:8])=[CH:6][N+:5]([O-:9])=[C:4]([CH3:10])[C:3]=1[CH3:11])[CH3:14], predict the reactants needed to synthesize it. The reactants are: Br[C:2]1[C:7]([CH3:8])=[CH:6][N+:5]([O-:9])=[C:4]([CH3:10])[C:3]=1[CH3:11].O1CC[CH2:14][CH2:13]1.C([Al](CC)CC)C.[Cl-].[NH4+]. (5) Given the product [O:12]=[C:13]([NH2:24])[C@@H:14]([C@@H:16]([C@@H:18]([CH2:20][OH:21])[OH:19])[OH:17])[OH:15].[NH2:1][CH2:2][CH2:3][C:4]1[CH:11]=[CH:10][C:8]([OH:9])=[C:6]([OH:7])[CH:5]=1, predict the reactants needed to synthesize it. The reactants are: [NH2:1][CH2:2][CH2:3][C:4]1[CH:11]=[CH:10][C:8]([OH:9])=[C:6]([OH:7])[CH:5]=1.[O:12]=[C:13]([NH2:24])[C@@H:14]([C@H:16]([C@@H:18]([C@@H:20](CO)[OH:21])[OH:19])[OH:17])[OH:15].NCCC1C=CC(O)=C(O)C=1. (6) The reactants are: [NH:1]1[CH:5]=[CH:4][N:3]=[N:2]1.[H-].[Na+].I[CH2:9][CH2:10][CH2:11][C:12]1[CH:13]=[C:14]([O:18][CH2:19][C:20]2[CH:25]=[CH:24][CH:23]=[CH:22][CH:21]=2)[CH:15]=[CH:16][CH:17]=1.C(OCC)(=O)C. Given the product [CH2:19]([O:18][C:14]1[CH:13]=[C:12]([CH2:11][CH2:10][CH2:9][N:1]2[CH:5]=[CH:4][N:3]=[N:2]2)[CH:17]=[CH:16][CH:15]=1)[C:20]1[CH:21]=[CH:22][CH:23]=[CH:24][CH:25]=1, predict the reactants needed to synthesize it. (7) Given the product [CH3:6][N:7]([CH2:16][C:13]1[CH:12]=[CH:11][CH:10]=[C:9]2[C:14]=1[CH2:15][CH2:16][N:7]1[C:6](=[O:17])[CH2:5][N:4]=[C:3]([C:18]3[CH:23]=[CH:22][CH:21]=[C:20]([O:24][CH3:25])[CH:19]=3)[CH:2]=[C:8]12)[CH3:8], predict the reactants needed to synthesize it. The reactants are: Br[C:2]1[C:3]([C:18]2[CH:23]=[CH:22][CH:21]=[C:20]([O:24][CH3:25])[CH:19]=2)=[N:4][CH2:5][C:6](=[O:17])[N:7]2[CH2:16][CH2:15][C:14]3[C:9](=[CH:10][CH:11]=[CH:12][CH:13]=3)[C:8]=12.C([Sn](CO)(CCCC)CCCC)CCC. (8) The reactants are: Br[C:2]1[CH:15]=[CH:14][C:5]2[C:6]([C:9]([O:11][CH2:12][CH3:13])=[O:10])=[N:7][O:8][C:4]=2[CH:3]=1.[OH:16][C:17]1[CH:22]=[CH:21][C:20](B(O)O)=[CH:19][CH:18]=1.C(=O)([O-])[O-].[Na+].[Na+].C(OCC)(=O)C. Given the product [OH:16][C:17]1[CH:22]=[CH:21][C:20]([C:2]2[CH:15]=[CH:14][C:5]3[C:6]([C:9]([O:11][CH2:12][CH3:13])=[O:10])=[N:7][O:8][C:4]=3[CH:3]=2)=[CH:19][CH:18]=1, predict the reactants needed to synthesize it.